The task is: Predict the reactants needed to synthesize the given product.. This data is from Full USPTO retrosynthesis dataset with 1.9M reactions from patents (1976-2016). (1) Given the product [Cl:1][C:2]1[CH:7]=[CH:6][C:5]([C:8]2[C:14]3[CH:15]=[C:16]([O:19][CH3:20])[CH:17]=[CH:18][C:13]=3[N:12]3[C:21]([CH3:24])=[N:22][N:23]=[C:11]3[C@H:10]([CH2:25][C:26](=[O:28])[NH:50][CH2:51][CH2:52][O:53][CH2:54][CH2:55][O:56][CH2:57][CH2:58][O:59][CH2:60][CH2:61][O:62][CH2:63][CH2:64][O:65][CH2:66][CH2:67][O:68][CH2:69][CH2:70][NH:71][C:72](=[O:78])[O:73][C:74]([CH3:76])([CH3:75])[CH3:77])[N:9]=2)=[CH:4][CH:3]=1, predict the reactants needed to synthesize it. The reactants are: [Cl:1][C:2]1[CH:7]=[CH:6][C:5]([C:8]2[C:14]3[CH:15]=[C:16]([O:19][CH3:20])[CH:17]=[CH:18][C:13]=3[N:12]3[C:21]([CH3:24])=[N:22][N:23]=[C:11]3[C@H:10]([CH2:25][C:26]([OH:28])=O)[N:9]=2)=[CH:4][CH:3]=1.CCN=C=NCCCN(C)C.C1C=CC2N(O)N=NC=2C=1.[NH2:50][CH2:51][CH2:52][O:53][CH2:54][CH2:55][O:56][CH2:57][CH2:58][O:59][CH2:60][CH2:61][O:62][CH2:63][CH2:64][O:65][CH2:66][CH2:67][O:68][CH2:69][CH2:70][NH:71][C:72](=[O:78])[O:73][C:74]([CH3:77])([CH3:76])[CH3:75]. (2) Given the product [Cl:13][C:4]1[CH:3]=[C:2]([CH:14]=[CH2:15])[CH:12]=[CH:11][C:5]=1[C:6]([O:8][CH2:9][CH3:10])=[O:7], predict the reactants needed to synthesize it. The reactants are: Br[C:2]1[CH:12]=[CH:11][C:5]([C:6]([O:8][CH2:9][CH3:10])=[O:7])=[C:4]([Cl:13])[CH:3]=1.[CH2:14]([Sn](CCCC)(CCCC)C=C)[CH2:15]CC. (3) Given the product [NH:11]1[C:19]2[C:14](=[CH:15][C:16]([NH:20][C:21]3[C:22]4[S:29][C:28]([C:30]5[CH:37]=[CH:36][C:33]([CH2:34][NH:1][CH2:2][CH2:3][CH2:4][N:5]6[CH2:9][CH2:8][CH2:7][C:6]6=[O:10])=[CH:32][CH:31]=5)=[CH:27][C:23]=4[N:24]=[CH:25][N:26]=3)=[CH:17][CH:18]=2)[CH:13]=[CH:12]1, predict the reactants needed to synthesize it. The reactants are: [NH2:1][CH2:2][CH2:3][CH2:4][N:5]1[CH2:9][CH2:8][CH2:7][C:6]1=[O:10].[NH:11]1[C:19]2[C:14](=[CH:15][C:16]([NH:20][C:21]3[C:22]4[S:29][C:28]([C:30]5[CH:37]=[CH:36][C:33]([CH:34]=O)=[CH:32][CH:31]=5)=[CH:27][C:23]=4[N:24]=[CH:25][N:26]=3)=[CH:17][CH:18]=2)[CH:13]=[CH:12]1. (4) Given the product [F:35][C:36]([F:43])([F:42])[CH2:37][S:38]([NH:19][C:18]1[CH:20]=[CH:21][C:15]([O:14][C:4]2[C:5]3[C:10](=[CH:9][C:8]([O:12][CH3:13])=[CH:7][CH:6]=3)[CH:11]=[C:2]([CH3:1])[C:3]=2[C:22]2[CH:27]=[CH:26][CH:25]=[CH:24][CH:23]=2)=[CH:16][CH:17]=1)(=[O:40])=[O:39], predict the reactants needed to synthesize it. The reactants are: [CH3:1][C:2]1[C:3]([C:22]2[CH:27]=[CH:26][CH:25]=[CH:24][CH:23]=2)=[C:4]([O:14][C:15]2[CH:21]=[CH:20][C:18]([NH2:19])=[CH:17][CH:16]=2)[C:5]2[C:10]([CH:11]=1)=[CH:9][C:8]([O:12][CH3:13])=[CH:7][CH:6]=2.CCN(CC)CC.[F:35][C:36]([F:43])([F:42])[CH2:37][S:38](Cl)(=[O:40])=[O:39]. (5) Given the product [CH2:1]([N:8]1[CH2:9][CH2:10][C:11]([OH:16])([OH:23])[C:12]([F:14])([F:15])[CH2:13]1)[C:2]1[CH:3]=[CH:4][CH:5]=[CH:6][CH:7]=1, predict the reactants needed to synthesize it. The reactants are: [CH2:1]([N:8]1[CH2:13][C:12]([F:15])([F:14])[C:11]([OH:16])=[C:10](C(OCC)=O)[CH2:9]1)[C:2]1[CH:7]=[CH:6][CH:5]=[CH:4][CH:3]=1.Cl.[O:23]1CCOCC1. (6) Given the product [Cl:15][C:16]1[CH:17]=[C:18]([NH:23][N:24]=[C:10]2[CH2:9][CH2:8][C:7](=[O:13])[NH:6][C:5]3[CH:4]=[CH:3][CH:2]=[N:1][C:11]2=3)[CH:19]=[C:20]([Cl:22])[CH:21]=1, predict the reactants needed to synthesize it. The reactants are: [N:1]1[C:11]2[C:10](=O)[CH2:9][CH2:8][C:7](=[O:13])[NH:6][C:5]=2[CH:4]=[CH:3][CH:2]=1.Cl.[Cl:15][C:16]1[CH:17]=[C:18]([NH:23][NH2:24])[CH:19]=[C:20]([Cl:22])[CH:21]=1.C([O-])(=O)C.[Na+].[K+].[Br-]. (7) The reactants are: [H-].C([Al+]CC(C)C)C(C)C.[Br:11][C:12]1[C:16]2=[C:17]3[C:22](=[CH:23][CH:24]=[C:15]2[S:14][C:13]=1[C:25](OCC)=[O:26])[N:21]=[CH:20][CH:19]=[CH:18]3.S(=O)(=O)(O)O.C(=O)([O-])O.[Na+]. Given the product [Br:11][C:12]1[C:16]2=[C:17]3[C:22](=[CH:23][CH:24]=[C:15]2[S:14][C:13]=1[CH2:25][OH:26])[N:21]=[CH:20][CH:19]=[CH:18]3, predict the reactants needed to synthesize it.